Dataset: Forward reaction prediction with 1.9M reactions from USPTO patents (1976-2016). Task: Predict the product of the given reaction. (1) Given the reactants CO[C:3](=[O:22])[C:4]1[CH:9]=[CH:8][C:7](/[CH:10]=[CH:11]/[C:12]2[C:13]([CH2:18][CH2:19][CH2:20][CH3:21])=[N:14][O:15][C:16]=2[CH3:17])=[N:6][CH:5]=1.[CH3:23][CH:24]([NH2:27])[CH2:25][OH:26], predict the reaction product. The product is: [CH2:18]([C:13]1[C:12](/[CH:11]=[CH:10]/[C:7]2[CH:8]=[CH:9][C:4]([C:3]([NH:27][CH:24]([CH3:23])[CH2:25][OH:26])=[O:22])=[CH:5][N:6]=2)=[C:16]([CH3:17])[O:15][N:14]=1)[CH2:19][CH2:20][CH3:21]. (2) Given the reactants [C:1]([O:4][C@@H:5]1[C@@H:9](OCC2C=CC=CC=2)[C:8]([CH2:24][O:25][S:26]([CH3:29])(=[O:28])=[O:27])([CH2:18][O:19][S:20]([CH3:23])(=[O:22])=[O:21])[O:7][C@H:6]1[N:30]1[CH:38]=[N:37][C:36]2[C:31]1=[N:32][CH:33]=[N:34][C:35]=2[NH:39][C:40](=[O:47])[C:41]1[CH:46]=[CH:45][CH:44]=[CH:43][CH:42]=1)(=[O:3])[CH3:2].C([O-])=O.[NH4+].O(S(C(F)(F)F)(=O)=O)S(C(F)(F)F)(=O)=O.[N-:67]=[N+:68]=[N-:69].[Na+], predict the reaction product. The product is: [C:1]([O:4][C@@H:5]1[C@H:9]([N:67]=[N+:68]=[N-:69])[C:8]([CH2:18][O:19][S:20]([CH3:23])(=[O:22])=[O:21])([CH2:24][O:25][S:26]([CH3:29])(=[O:28])=[O:27])[O:7][C@H:6]1[N:30]1[CH:38]=[N:37][C:36]2[C:31]1=[N:32][CH:33]=[N:34][C:35]=2[NH:39][C:40](=[O:47])[C:41]1[CH:42]=[CH:43][CH:44]=[CH:45][CH:46]=1)(=[O:3])[CH3:2]. (3) Given the reactants CS(O[CH2:6][CH2:7][CH2:8][N:9]1[CH2:13][CH2:12][N:11]([CH2:14][CH2:15][N:16]2[CH2:21][CH2:20][CH2:19][CH2:18][CH2:17]2)[C:10]1=[C:22]([C:25]#[N:26])[C:23]#[N:24])(=O)=O.[CH:27]1([NH2:33])[CH2:32][CH2:31][CH2:30][CH2:29][CH2:28]1.[I-].[K+].O, predict the reaction product. The product is: [CH:27]1([NH:33][CH2:6][CH2:7][CH2:8][N:9]2[CH2:13][CH2:12][N:11]([CH2:14][CH2:15][N:16]3[CH2:21][CH2:20][CH2:19][CH2:18][CH2:17]3)[C:10]2=[C:22]([C:25]#[N:26])[C:23]#[N:24])[CH2:32][CH2:31][CH2:30][CH2:29][CH2:28]1.